From a dataset of Full USPTO retrosynthesis dataset with 1.9M reactions from patents (1976-2016). Predict the reactants needed to synthesize the given product. (1) Given the product [C:21]([C:25]1[CH:26]=[CH:27][C:28]([C:31](=[O:36])[CH2:32][CH2:33][CH2:34][N:12]2[CH2:13][CH2:14][CH:9]([C:7]([OH:8])([C:15]3[CH:20]=[CH:19][CH:18]=[CH:17][CH:16]=3)[C:1]3[CH:2]=[CH:3][CH:4]=[CH:5][CH:6]=3)[CH2:10][CH2:11]2)=[CH:29][CH:30]=1)([CH3:24])([CH3:23])[CH3:22], predict the reactants needed to synthesize it. The reactants are: [C:1]1([C:7]([C:15]2[CH:20]=[CH:19][CH:18]=[CH:17][CH:16]=2)([CH:9]2[CH2:14][CH2:13][NH:12][CH2:11][CH2:10]2)[OH:8])[CH:6]=[CH:5][CH:4]=[CH:3][CH:2]=1.[C:21]([C:25]1[CH:30]=[CH:29][C:28]([C:31](=[O:36])[CH2:32][CH2:33][CH2:34]Cl)=[CH:27][CH:26]=1)([CH3:24])([CH3:23])[CH3:22].C(=O)(O)[O-].[Na+]. (2) Given the product [F:24][C:25]([F:38])([F:37])[S:26]([O:14][C:5]1[C:4]2[C:8](=[CH:9][C:10]([C:11]#[N:12])=[C:2]([F:1])[CH:3]=2)[N:7]([CH3:13])[N:6]=1)(=[O:28])=[O:27], predict the reactants needed to synthesize it. The reactants are: [F:1][C:2]1[CH:3]=[C:4]2[C:8](=[CH:9][C:10]=1[C:11]#[N:12])[N:7]([CH3:13])[NH:6][C:5]2=[O:14].CCN(C(C)C)C(C)C.[F:24][C:25]([F:38])([F:37])[S:26](O[S:26]([C:25]([F:38])([F:37])[F:24])(=[O:28])=[O:27])(=[O:28])=[O:27]. (3) The reactants are: [Br:1][C:2]1[C:3]([O:11][C:12]2[CH:17]=[CH:16][C:15]([N+:18]([O-])=O)=[CH:14][C:13]=2[F:21])=[C:4]2[S:10][CH:9]=[CH:8][C:5]2=[N:6][CH:7]=1.N1C2=C(OC3C=CC(N)=CC=3F)N=CC=C2C=C1. Given the product [Br:1][C:2]1[C:3]([O:11][C:12]2[CH:17]=[CH:16][C:15]([NH2:18])=[CH:14][C:13]=2[F:21])=[C:4]2[S:10][CH:9]=[CH:8][C:5]2=[N:6][CH:7]=1, predict the reactants needed to synthesize it. (4) Given the product [Cl:32][C:11]1[N:10]=[C:9]2[C:14]([N:15]=[CH:16][N:8]2[C@@H:6]2[CH2:7][C@H:3]([NH:2][C:76](=[O:77])[CH2:75][C:69]3[CH:74]=[CH:73][CH:72]=[CH:71][CH:70]=3)[C@@H:4]([OH:34])[C@H:5]2[OH:33])=[C:13]([NH:17][CH2:18][CH:19]([C:26]2[CH:27]=[CH:28][CH:29]=[CH:30][CH:31]=2)[C:20]2[CH:25]=[CH:24][CH:23]=[CH:22][CH:21]=2)[N:12]=1, predict the reactants needed to synthesize it. The reactants are: Cl.[NH2:2][C@H:3]1[CH2:7][C@@H:6]([N:8]2[CH:16]=[N:15][C:14]3[C:9]2=[N:10][C:11]([Cl:32])=[N:12][C:13]=3[NH:17][CH2:18][CH:19]([C:26]2[CH:31]=[CH:30][CH:29]=[CH:28][CH:27]=2)[C:20]2[CH:25]=[CH:24][CH:23]=[CH:22][CH:21]=2)[C@H:5]([OH:33])[C@@H:4]1[OH:34].ClC1N=C2C(N=CN2)=C(NCC(C2C=CC=CC=2)C2C=CC=CC=2)N=1.C(N(C(C)C)CC)(C)C.[C:69]1([CH2:75][C:76](Cl)=[O:77])[CH:74]=[CH:73][CH:72]=[CH:71][CH:70]=1. (5) Given the product [Cl:13][C:14]1[CH:15]=[CH:16][C:17]([O:28][CH3:29])=[C:18]([C:20]2[CH2:24][CH2:23][CH2:22][C:21]=2[C:2]2[N:7]=[C:6]([C:8]([O:10][CH2:11][CH3:12])=[O:9])[CH:5]=[CH:4][CH:3]=2)[CH:19]=1, predict the reactants needed to synthesize it. The reactants are: Br[C:2]1[N:7]=[C:6]([C:8]([O:10][CH2:11][CH3:12])=[O:9])[CH:5]=[CH:4][CH:3]=1.[Cl:13][C:14]1[CH:15]=[CH:16][C:17]([O:28][CH3:29])=[C:18]([C:20]2[CH2:24][CH2:23][CH2:22][C:21]=2B(O)O)[CH:19]=1.C(=O)([O-])[O-].[K+].[K+].C1(C)C=CC=CC=1.C(O)C. (6) Given the product [NH2:1][C:2]1[CH:7]=[C:6]([Cl:8])[CH:5]=[CH:4][C:3]=1[S:9][CH2:22][C:20]1[N:21]=[C:17]([NH:16][C:15](=[O:24])[O:14][C:10]([CH3:12])([CH3:11])[CH3:13])[S:18][CH:19]=1, predict the reactants needed to synthesize it. The reactants are: [NH2:1][C:2]1[CH:7]=[C:6]([Cl:8])[CH:5]=[CH:4][C:3]=1[SH:9].[C:10]([O:14][C:15](=[O:24])[NH:16][C:17]1[S:18][CH:19]=[C:20]([CH2:22]Cl)[N:21]=1)([CH3:13])([CH3:12])[CH3:11].C([O-])([O-])=O.[K+].[K+]. (7) Given the product [CH2:20]([N:27]1[CH2:32][CH2:31][O:30][CH:29]([C:33]2[CH:38]=[CH:37][C:36]([OH:39])=[CH:35][C:34]=2[Cl:41])[CH2:28]1)[C:21]1[CH:22]=[CH:23][CH:24]=[CH:25][CH:26]=1, predict the reactants needed to synthesize it. The reactants are: C(S)CCCCCCCCCCC.CC([O-])(C)C.[K+].[CH2:20]([N:27]1[CH2:32][CH2:31][O:30][CH:29]([C:33]2[CH:38]=[CH:37][C:36]([O:39]C)=[CH:35][C:34]=2[Cl:41])[CH2:28]1)[C:21]1[CH:26]=[CH:25][CH:24]=[CH:23][CH:22]=1.CCOC(C)=O. (8) Given the product [CH3:1][Si:2]([CH3:33])([CH3:32])[CH2:3][CH2:4][O:5][CH2:6][N:7]1[C:15]2[CH2:14][CH2:13][CH2:12][CH2:11][C:10]=2[C:9]([C:29]([OH:31])=[O:30])=[N:8]1, predict the reactants needed to synthesize it. The reactants are: [CH3:1][Si:2]([CH3:33])([CH3:32])[CH2:3][CH2:4][O:5][CH2:6][N:7]1[C:15]2[CH2:14][CH:13](C3C=NN(COCC[Si](C)(C)C)C=3)[CH2:12][CH2:11][C:10]=2[C:9]([C:29]([OH:31])=[O:30])=[N:8]1.C1(=O)CCCCC1. (9) Given the product [F:22][C:2]1([F:1])[C:11]2[C:6](=[N:7][C:8]([C:12]3[CH:17]=[CH:16][CH:15]=[C:14]([C:18]([F:21])([F:19])[F:20])[CH:13]=3)=[CH:9][CH:10]=2)[N:5]([C:34]([NH:42][C:43]2[CH:48]=[CH:47][N:46]=[CH:45][CH:44]=2)=[O:40])[CH2:4][CH2:3]1, predict the reactants needed to synthesize it. The reactants are: [F:1][C:2]1([F:22])[C:11]2[C:6](=[N:7][C:8]([C:12]3[CH:17]=[CH:16][CH:15]=[C:14]([C:18]([F:21])([F:20])[F:19])[CH:13]=3)=[CH:9][CH:10]=2)[NH:5][CH2:4][CH2:3]1.C(N(CC)CC)C.ClC(Cl)(O[C:34](=[O:40])OC(Cl)(Cl)Cl)Cl.[NH2:42][C:43]1[CH:48]=[CH:47][N:46]=[CH:45][CH:44]=1. (10) The reactants are: CCCC[N+](CCCC)(CCCC)CCCC.[F-].[Si]([O:26][CH2:27][CH2:28][CH2:29][N:30]1[C:39]2[C:34](=[CH:35][CH:36]=[CH:37][CH:38]=2)[CH2:33][CH:32]([NH:40][C:41]([C:43]2[NH:44][C:45]3[C:50]([CH:51]=2)=[CH:49][C:48]([Cl:52])=[CH:47][CH:46]=3)=[O:42])[C:31]1=[O:53])(C(C)(C)C)(C)C. Given the product [Cl:52][C:48]1[CH:49]=[C:50]2[C:45](=[CH:46][CH:47]=1)[NH:44][C:43]([C:41]([NH:40][CH:32]1[CH2:33][C:34]3[C:39](=[CH:38][CH:37]=[CH:36][CH:35]=3)[N:30]([CH2:29][CH2:28][CH2:27][OH:26])[C:31]1=[O:53])=[O:42])=[CH:51]2, predict the reactants needed to synthesize it.